This data is from Reaction yield outcomes from USPTO patents with 853,638 reactions. The task is: Predict the reaction yield, written as a fraction of the theoretical maximum amount of product (1.0 means a 100% yield; for example, 0.34 means a 34% yield). (1) The reactants are N[C:2]1[CH:3]=[CH:4][C:5]([O:8][CH3:9])=[N:6][CH:7]=1.[ClH:10].N([O-])=O.[Na+].[S:15](=[O:17])=[O:16]. The catalyst is C(O)(=O)C. The product is [CH3:9][O:8][C:5]1[N:6]=[CH:7][C:2]([S:15]([Cl:10])(=[O:17])=[O:16])=[CH:3][CH:4]=1. The yield is 0.510. (2) The reactants are [N:1]1([C:9]2[CH:14]=[CH:13][C:12]([C:15]3[CH:20]=[CH:19][C:18]([N:21]4[C:26](=[O:27])[CH:25]=[CH:24][CH:23]=[N:22]4)=[CH:17][CH:16]=3)=[CH:11][CH:10]=2)[CH2:5][CH2:4][C@@H:3]2[CH2:6][NH:7][CH2:8][C@H:2]12.C=O.[C:30](O[BH-](OC(=O)C)OC(=O)C)(=O)C.[Na+].Cl.[OH-].[Na+]. The catalyst is CC(N(C)C)=O. The product is [CH3:30][N:7]1[CH2:6][C@@H:3]2[C@@H:2]([N:1]([C:9]3[CH:14]=[CH:13][C:12]([C:15]4[CH:20]=[CH:19][C:18]([N:21]5[C:26](=[O:27])[CH:25]=[CH:24][CH:23]=[N:22]5)=[CH:17][CH:16]=4)=[CH:11][CH:10]=3)[CH2:5][CH2:4]2)[CH2:8]1. The yield is 0.889. (3) The yield is 0.930. The reactants are [Cl:1][C:2]1[CH:3]=[C:4]([CH:7]=[CH:8][CH:9]=1)[C:5]#[N:6].Cl.[NH2:11][OH:12].[OH-].[Na+]. The product is [Cl:1][C:2]1[CH:3]=[C:4]([C:5](=[N:11][OH:12])[NH2:6])[CH:7]=[CH:8][CH:9]=1. The catalyst is C(O)C.O. (4) The reactants are CC1C=CC(S(O[CH2:12][C@H:13]2[CH2:18][CH2:17][C@H:16]([NH:19][C:20]([O:22][CH2:23][C:24]3[CH:29]=[CH:28][CH:27]=[CH:26][CH:25]=3)=[O:21])[CH2:15][CH2:14]2)(=O)=O)=CC=1.O.O.O.[F-:33].C([N+](CCCC)(CCCC)CCCC)CCC.O.[Cl-].[NH4+]. The catalyst is C(#N)C. The product is [F:33][CH2:12][C@H:13]1[CH2:18][CH2:17][C@H:16]([NH:19][C:20](=[O:21])[O:22][CH2:23][C:24]2[CH:29]=[CH:28][CH:27]=[CH:26][CH:25]=2)[CH2:15][CH2:14]1. The yield is 0.600. (5) The reactants are C([NH:5][S:6]([C:9]1[S:10][C:11]([C:14]2[CH:19]=[CH:18][C:17]([CH2:20][C:21]#[N:22])=[CH:16][CH:15]=2)=[CH:12][CH:13]=1)(=[O:8])=[O:7])(C)(C)C. The catalyst is C(O)(C(F)(F)F)=O. The product is [C:21]([CH2:20][C:17]1[CH:16]=[CH:15][C:14]([C:11]2[S:10][C:9]([S:6]([NH2:5])(=[O:7])=[O:8])=[CH:13][CH:12]=2)=[CH:19][CH:18]=1)#[N:22]. The yield is 0.730. (6) The yield is 0.420. The product is [C:45]([C:35]1[CH:34]=[C:33]([NH:32][C:30](=[O:31])[NH:29][C:22]2[C:23]3[C:28](=[CH:27][CH:26]=[CH:25][CH:24]=3)[C:19]([O:18][CH2:17][C:15]3[CH:14]=[CH:13][N:12]=[C:11]([NH:10][C:51](=[O:52])[CH2:50][Cl:49])[CH:16]=3)=[CH:20][CH:21]=2)[N:37]([C:38]2[CH:39]=[CH:40][C:41]([CH3:44])=[CH:42][CH:43]=2)[N:36]=1)([CH3:48])([CH3:47])[CH3:46]. The catalyst is C(Cl)Cl.CN(C=O)C. The reactants are CCN(C(C)C)C(C)C.[NH2:10][C:11]1[CH:16]=[C:15]([CH2:17][O:18][C:19]2[C:28]3[C:23](=[CH:24][CH:25]=[CH:26][CH:27]=3)[C:22]([NH:29][C:30]([NH:32][C:33]3[N:37]([C:38]4[CH:43]=[CH:42][C:41]([CH3:44])=[CH:40][CH:39]=4)[N:36]=[C:35]([C:45]([CH3:48])([CH3:47])[CH3:46])[CH:34]=3)=[O:31])=[CH:21][CH:20]=2)[CH:14]=[CH:13][N:12]=1.[Cl:49][CH2:50][C:51](Cl)=[O:52]. (7) The reactants are C([O:3][C:4]([C@@H:6]1[CH2:11][CH2:10][C@@H:9]([NH:12][O:13][CH2:14][C:15]2[CH:20]=[CH:19][CH:18]=[CH:17][CH:16]=2)[CH2:8][NH:7]1)=O)C.[NH3:21]. The catalyst is CO. The product is [CH2:14]([O:13][NH:12][C@H:9]1[CH2:8][NH:7][C@H:6]([C:4]([NH2:21])=[O:3])[CH2:11][CH2:10]1)[C:15]1[CH:20]=[CH:19][CH:18]=[CH:17][CH:16]=1. The yield is 0.200. (8) The reactants are [OH:1][CH:2]([CH2:23][NH:24][C:25]1[CH:30]=[CH:29][CH:28]=[C:27]([O:31][CH3:32])[CH:26]=1)[CH2:3][N:4]1[C:12]2[CH:11]=[CH:10][C:9]([CH3:13])=[CH:8][C:7]=2[C:6]2[CH2:14][N:15]([C:18](OCC)=O)[CH2:16][CH2:17][C:5]1=2.[H-].[H-].[H-].[H-].[Li+].[Al+3].CO. The catalyst is C1COCC1. The product is [CH3:18][N:15]1[CH2:16][CH2:17][C:5]2[N:4]([CH2:3][CH:2]([OH:1])[CH2:23][NH:24][C:25]3[CH:30]=[CH:29][CH:28]=[C:27]([O:31][CH3:32])[CH:26]=3)[C:12]3[CH:11]=[CH:10][C:9]([CH3:13])=[CH:8][C:7]=3[C:6]=2[CH2:14]1. The yield is 0.0500.